The task is: Regression. Given two drug SMILES strings and cell line genomic features, predict the synergy score measuring deviation from expected non-interaction effect.. This data is from NCI-60 drug combinations with 297,098 pairs across 59 cell lines. (1) Drug 1: C1=C(C(=O)NC(=O)N1)F. Drug 2: CC=C1C(=O)NC(C(=O)OC2CC(=O)NC(C(=O)NC(CSSCCC=C2)C(=O)N1)C(C)C)C(C)C. Cell line: RPMI-8226. Synergy scores: CSS=95.4, Synergy_ZIP=-6.99, Synergy_Bliss=-14.2, Synergy_Loewe=-12.4, Synergy_HSA=-11.6. (2) Drug 1: CC1=C(C=C(C=C1)NC2=NC=CC(=N2)N(C)C3=CC4=NN(C(=C4C=C3)C)C)S(=O)(=O)N.Cl. Drug 2: CN(CC1=CN=C2C(=N1)C(=NC(=N2)N)N)C3=CC=C(C=C3)C(=O)NC(CCC(=O)O)C(=O)O. Cell line: K-562. Synergy scores: CSS=35.6, Synergy_ZIP=-2.78, Synergy_Bliss=-4.38, Synergy_Loewe=-14.0, Synergy_HSA=-2.77. (3) Drug 1: C1=CC=C(C=C1)NC(=O)CCCCCCC(=O)NO. Drug 2: C(CC(=O)O)C(=O)CN.Cl. Cell line: PC-3. Synergy scores: CSS=22.5, Synergy_ZIP=-8.07, Synergy_Bliss=-3.81, Synergy_Loewe=-1.70, Synergy_HSA=-0.129.